From a dataset of Forward reaction prediction with 1.9M reactions from USPTO patents (1976-2016). Predict the product of the given reaction. The product is: [Cl:1][C:2]1[CH:16]=[CH:15][C:5]([CH2:6][O:7][C:8]2[CH:13]=[CH:12][NH:11][C:10](=[O:19])[CH:9]=2)=[CH:4][CH:3]=1. Given the reactants [Cl:1][C:2]1[CH:16]=[CH:15][C:5]([CH2:6][O:7][C:8]2[CH:13]=[CH:12][N+:11]([O-])=[CH:10][CH:9]=2)=[CH:4][CH:3]=1.C(OC(=O)C)(=[O:19])C, predict the reaction product.